From a dataset of Catalyst prediction with 721,799 reactions and 888 catalyst types from USPTO. Predict which catalyst facilitates the given reaction. (1) Reactant: [NH2:1][C:2]1[CH:10]=[CH:9][CH:8]=[C:7]2[C:3]=1[CH2:4][CH2:5][CH:6]2[N:11]1[CH2:16][CH2:15][N:14]([C:17]([O:19][CH3:20])=[O:18])[CH2:13][CH2:12]1.C(N(CC)CC)C.[CH3:28][C:29]1[CH:34]=[CH:33][C:32]([N:35]=[C:36]=[O:37])=[CH:31][N:30]=1. Product: [CH3:28][C:29]1[N:30]=[CH:31][C:32]([NH:35][C:36](=[O:37])[NH:1][C:2]2[CH:10]=[CH:9][CH:8]=[C:7]3[C:3]=2[CH2:4][CH2:5][CH:6]3[N:11]2[CH2:12][CH2:13][N:14]([C:17]([O:19][CH3:20])=[O:18])[CH2:15][CH2:16]2)=[CH:33][CH:34]=1. The catalyst class is: 2. (2) Reactant: ClC(Cl)(Cl)CO[C:5]([NH:7][C:8]1[N:12]([C:13]2[CH:18]=[CH:17][C:16]([CH3:19])=[CH:15][CH:14]=2)[N:11]=[C:10]([C:20]([CH3:23])([CH3:22])[CH3:21])[CH:9]=1)=[O:6].[NH2:26][C:27]1[C:36]2[C:31](=[CH:32][CH:33]=[CH:34][CH:35]=2)[C:30]([C:37]2[CH:38]=[N:39][C:40]([CH2:43][N:44]3[CH2:49][CH2:48][O:47][CH2:46][CH2:45]3)=[CH:41][CH:42]=2)=[CH:29][CH:28]=1.C(N(C(C)C)CC)(C)C.CS(C)=O. Product: [C:20]([C:10]1[CH:9]=[C:8]([NH:7][C:5]([NH:26][C:27]2[C:36]3[C:31](=[CH:32][CH:33]=[CH:34][CH:35]=3)[C:30]([C:37]3[CH:38]=[N:39][C:40]([CH2:43][N:44]4[CH2:45][CH2:46][O:47][CH2:48][CH2:49]4)=[CH:41][CH:42]=3)=[CH:29][CH:28]=2)=[O:6])[N:12]([C:13]2[CH:18]=[CH:17][C:16]([CH3:19])=[CH:15][CH:14]=2)[N:11]=1)([CH3:22])([CH3:21])[CH3:23]. The catalyst class is: 13. (3) Reactant: Cl[CH2:2][C:3]([NH2:5])=[O:4].C(=O)([O-])[O-].[K+].[K+].[CH2:12]([N:19]1[CH2:24][CH2:23][N:22]([C:25]2[CH:26]=[CH:27][C:28]([OH:33])=[C:29]([CH:32]=2)[CH:30]=O)[CH2:21][CH2:20]1)[C:13]1[CH:18]=[CH:17][CH:16]=[CH:15][CH:14]=1. Product: [CH2:12]([N:19]1[CH2:20][CH2:21][N:22]([C:25]2[CH:26]=[CH:27][C:28]3[O:33][C:2]([C:3]([NH2:5])=[O:4])=[CH:30][C:29]=3[CH:32]=2)[CH2:23][CH2:24]1)[C:13]1[CH:14]=[CH:15][CH:16]=[CH:17][CH:18]=1. The catalyst class is: 60. (4) Reactant: [F:1][C@:2]1([C:18]([O:20][CH3:21])=[O:19])[CH2:6][CH2:5][CH2:4][C@H:3]1[NH:7][S:8]([C:11]1[CH:16]=[CH:15][C:14]([OH:17])=[CH:13][CH:12]=1)(=[O:10])=[O:9].C(=O)([O-])[O-].[Cs+].[Cs+].Cl[CH2:29][C:30]1[C:39]2[C:34](=[CH:35][CH:36]=[CH:37][CH:38]=2)[N:33]=[C:32]([CH3:40])[CH:31]=1. Product: [F:1][C@:2]1([C:18]([O:20][CH3:21])=[O:19])[CH2:6][CH2:5][CH2:4][C@H:3]1[NH:7][S:8]([C:11]1[CH:16]=[CH:15][C:14]([O:17][CH2:29][C:30]2[C:39]3[C:34](=[CH:35][CH:36]=[CH:37][CH:38]=3)[N:33]=[C:32]([CH3:40])[CH:31]=2)=[CH:13][CH:12]=1)(=[O:9])=[O:10]. The catalyst class is: 39.